Dataset: Catalyst prediction with 721,799 reactions and 888 catalyst types from USPTO. Task: Predict which catalyst facilitates the given reaction. Reactant: [OH:1][C:2]1[CH:3]=[C:4]([CH:9]=[C:10]([O:12][CH2:13][C:14]2[CH:19]=[CH:18][CH:17]=[CH:16][CH:15]=2)[CH:11]=1)[C:5]([O:7][CH3:8])=[O:6].C1(P(C2C=CC=CC=2)C2C=CC=CC=2)C=CC=CC=1.[CH3:39][O:40][CH2:41][C@H:42](O)[CH3:43].N(C(OC(C)C)=O)=NC(OC(C)C)=O. Product: [CH3:43][C@H:42]([O:1][C:2]1[CH:3]=[C:4]([CH:9]=[C:10]([O:12][CH2:13][C:14]2[CH:19]=[CH:18][CH:17]=[CH:16][CH:15]=2)[CH:11]=1)[C:5]([O:7][CH3:8])=[O:6])[CH2:41][O:40][CH3:39]. The catalyst class is: 1.